Dataset: Forward reaction prediction with 1.9M reactions from USPTO patents (1976-2016). Task: Predict the product of the given reaction. (1) Given the reactants C(OC(=O)[NH:7][C@H:8]1[CH2:12][CH2:11][N:10]([C:13]2[C:22]3[C:17](=[CH:18][C:19]([CH3:23])=[CH:20][CH:21]=3)[N:16]=[C:15]([C:24]3[CH:29]=[CH:28][CH:27]=[CH:26][C:25]=3[OH:30])[N:14]=2)[CH2:9]1)(C)(C)C.C(O)(C(F)(F)F)=O, predict the reaction product. The product is: [NH2:7][C@H:8]1[CH2:12][CH2:11][N:10]([C:13]2[C:22]3[C:17](=[CH:18][C:19]([CH3:23])=[CH:20][CH:21]=3)[N:16]=[C:15]([C:24]3[CH:29]=[CH:28][CH:27]=[CH:26][C:25]=3[OH:30])[N:14]=2)[CH2:9]1. (2) Given the reactants Br[C:2]1[C:14]([N+:15]([O-:17])=[O:16])=[CH:13][CH:12]=[CH:11][C:3]=1[C:4]([NH:6][C:7]([CH3:10])([CH3:9])[CH3:8])=[O:5].[CH:18]1([NH2:21])[CH2:20][CH2:19]1, predict the reaction product. The product is: [C:7]([NH:6][C:4](=[O:5])[C:3]1[CH:11]=[CH:12][CH:13]=[C:14]([N+:15]([O-:17])=[O:16])[C:2]=1[NH:21][CH:18]1[CH2:20][CH2:19]1)([CH3:10])([CH3:9])[CH3:8]. (3) The product is: [Br:21][C:22]1[CH:27]=[C:26]([CH2:28][O:29][C:1]([C:14]2[CH:19]=[CH:18][CH:17]=[CH:16][CH:15]=2)([C:8]2[CH:13]=[CH:12][CH:11]=[CH:10][CH:9]=2)[C:2]2[CH:7]=[CH:6][CH:5]=[CH:4][CH:3]=2)[CH:25]=[CH:24][C:23]=1[CH2:30][O:31][C:1]([C:38]1[CH:37]=[CH:19][CH:14]=[CH:15][CH:16]=1)([C:2]1[CH:7]=[CH:6][CH:5]=[CH:4][CH:3]=1)[C:8]1[CH:13]=[CH:12][CH:11]=[CH:10][CH:9]=1. Given the reactants [C:1](Cl)([C:14]1[CH:19]=[CH:18][CH:17]=[CH:16][CH:15]=1)([C:8]1[CH:13]=[CH:12][CH:11]=[CH:10][CH:9]=1)[C:2]1[CH:7]=[CH:6][CH:5]=[CH:4][CH:3]=1.[Br:21][C:22]1[CH:27]=[C:26]([CH2:28][OH:29])[CH:25]=[CH:24][C:23]=1[CH2:30][OH:31].C(N([CH2:37][CH3:38])CC)C, predict the reaction product. (4) The product is: [Cl:1][C:2]1[CH:3]=[C:4]([CH:5]=[CH:6][CH:7]=1)[CH2:8][NH:9][CH2:10][CH2:11][CH2:12][CH3:13]. Given the reactants [Cl:1][C:2]1[CH:3]=[C:4]([CH2:8][NH2:9])[CH:5]=[CH:6][CH:7]=1.[CH:10](=O)[CH2:11][CH2:12][CH3:13], predict the reaction product. (5) Given the reactants [CH3:1][O:2][C:3]1[C:10]([C:11]([F:14])([F:13])[F:12])=[CH:9][C:6]([C:7]#N)=[CH:5][C:4]=1[C:15]([F:18])([F:17])[F:16].[OH2:19], predict the reaction product. The product is: [CH3:1][O:2][C:3]1[C:10]([C:11]([F:14])([F:13])[F:12])=[CH:9][C:6]([CH:7]=[O:19])=[CH:5][C:4]=1[C:15]([F:18])([F:17])[F:16].